From a dataset of Full USPTO retrosynthesis dataset with 1.9M reactions from patents (1976-2016). Predict the reactants needed to synthesize the given product. (1) Given the product [Br:26][C:3]1[CH:4]=[C:5]2[C:18]([CH:17]=[C:16]3[C:7](=[CH:6]2)[CH:8]=[C:9]2[C:14]([CH:13]=[CH:12][CH:11]=[CH:10]2)=[CH:15]3)=[CH:1][CH:2]=1, predict the reactants needed to synthesize it. The reactants are: [CH:1]1[C:18]2[C:5](=[CH:6][C:7]3[C:16]([CH:17]=2)=[CH:15][C:14]2[C:9](=[CH:10][CH:11]=[CH:12][CH:13]=2)[CH:8]=3)[CH:4]=[CH:3][CH:2]=1.C1C(=O)N([Br:26])C(=O)C1.CC(N=NC(C#N)(C)C)(C#N)C. (2) Given the product [Br:29][C:28]1[C:23]([CH:19]2[CH2:20][N:17]([C:10]([O:12][C:13]([CH3:16])([CH3:15])[CH3:14])=[O:11])[CH2:18]2)=[N:24][CH:25]=[CH:26][CH:27]=1, predict the reactants needed to synthesize it. The reactants are: BrCCBr.C[Si](Cl)(C)C.[C:10]([N:17]1[CH2:20][CH:19](I)[CH2:18]1)([O:12][C:13]([CH3:16])([CH3:15])[CH3:14])=[O:11].Br[C:23]1[C:28]([Br:29])=[CH:27][CH:26]=[CH:25][N:24]=1. (3) Given the product [Cl:8][C:18]1[N:17]([C:11]2[CH:16]=[CH:15][CH:14]=[CH:13][CH:12]=2)[C:21]2=[N:22][CH:23]=[CH:24][CH:25]=[C:20]2[C:19]=1[CH:3]=[O:4], predict the reactants needed to synthesize it. The reactants are: CN(C)[CH:3]=[O:4].P(Cl)(Cl)([Cl:8])=O.[C:11]1([N:17]2[C:21]3=[N:22][CH:23]=[CH:24][CH:25]=[C:20]3[CH2:19][C:18]2=O)[CH:16]=[CH:15][CH:14]=[CH:13][CH:12]=1.N1C=CC=CC=1. (4) Given the product [C:1]([O:5][C:6]([N:8]1[CH2:14][CH2:13][C:12](=[O:15])[N:11]([CH2:16][CH2:17][CH2:18][N:26]2[CH2:27][CH2:28][C:23]3([CH2:21][CH2:22]3)[CH:24]([OH:29])[CH2:25]2)[CH2:10][CH2:9]1)=[O:7])([CH3:2])([CH3:3])[CH3:4], predict the reactants needed to synthesize it. The reactants are: [C:1]([O:5][C:6]([N:8]1[CH2:14][CH2:13][C:12](=[O:15])[N:11]([CH2:16][CH2:17][CH:18]=O)[CH2:10][CH2:9]1)=[O:7])([CH3:4])([CH3:3])[CH3:2].Cl.[CH2:21]1[C:23]2([CH2:28][CH2:27][NH:26][CH2:25][CH:24]2[OH:29])[CH2:22]1.B.N1C=CC=CC=1.